Dataset: Full USPTO retrosynthesis dataset with 1.9M reactions from patents (1976-2016). Task: Predict the reactants needed to synthesize the given product. (1) Given the product [CH:3]1[C:8]([Cl:9])=[C:7]([S:10]([NH2:13])(=[O:11])=[O:12])[CH:6]=[C:5]2[S:14]([N-:17][CH:18]=[N:19][C:4]=12)(=[O:16])=[O:15].[Na+:2], predict the reactants needed to synthesize it. The reactants are: [OH-].[Na+:2].[CH:3]1[C:8]([Cl:9])=[C:7]([S:10]([NH2:13])(=[O:12])=[O:11])[CH:6]=[C:5]2[S:14]([NH:17][CH:18]=[N:19][C:4]=12)(=[O:16])=[O:15]. (2) Given the product [CH2:3]([O:6][C:7]([N:9]1[C:15]2[CH:16]=[C:17]([O:22][CH2:23][CH2:24][CH2:25][C:26]([OH:28])=[O:27])[C:18]([O:20][CH3:21])=[CH:19][C:14]=2[CH2:13][N:12]2[CH2:30][CH2:31][CH2:32][C@H:11]2[C@@H:10]1[O:33][CH:34]1[CH2:39][CH2:38][CH2:37][CH2:36][O:35]1)=[O:8])[CH:4]=[CH2:5], predict the reactants needed to synthesize it. The reactants are: [OH-].[Na+].[CH2:3]([O:6][C:7]([N:9]1[C:15]2[CH:16]=[C:17]([O:22][CH2:23][CH2:24][CH2:25][C:26]([O:28]C)=[O:27])[C:18]([O:20][CH3:21])=[CH:19][C:14]=2[CH2:13][N:12]2[CH2:30][CH2:31][CH2:32][C@H:11]2[C@@H:10]1[O:33][CH:34]1[CH2:39][CH2:38][CH2:37][CH2:36][O:35]1)=[O:8])[CH:4]=[CH2:5]. (3) Given the product [Cl:33][C:22]1[N:23]=[C:24]([N:27]2[CH2:28][CH2:29][O:30][CH2:31][CH2:32]2)[C:25]2[S:26][C:18]([CH2:17][N:9]([CH2:8][CH2:7][N:1]3[CH2:6][CH2:5][O:4][CH2:3][CH2:2]3)[S:10]([CH3:13])(=[O:12])=[O:11])=[CH:19][C:20]=2[N:21]=1, predict the reactants needed to synthesize it. The reactants are: [N:1]1([CH2:7][CH2:8][NH:9][S:10]([CH3:13])(=[O:12])=[O:11])[CH2:6][CH2:5][O:4][CH2:3][CH2:2]1.[H-].[Na+].Br[CH2:17][C:18]1[S:26][C:25]2[C:24]([N:27]3[CH2:32][CH2:31][O:30][CH2:29][CH2:28]3)=[N:23][C:22]([Cl:33])=[N:21][C:20]=2[CH:19]=1. (4) Given the product [C:2]([C:4]([NH:8][C:9]([N:10]([CH3:11])[CH3:12])=[O:13])([C:5](=[O:7])[CH3:6])[C@H:23]([NH:18][C:39](=[O:40])[O:38][CH2:37][C:36]1[CH:6]=[CH:5][CH:4]=[CH:2][CH:3]=1)/[CH:24]=[CH:25]/[C:30]1[CH:31]=[CH:32][CH:33]=[CH:34][CH:29]=1)(=[O:1])[CH3:3], predict the reactants needed to synthesize it. The reactants are: [O:1]=[C:2]([CH:4]([NH:8][C:9](=[O:13])[N:10]([CH3:12])[CH3:11])[C:5](=[O:7])[CH3:6])[CH3:3].C=C[C@@H]1[C@@H]2C[C@@H:23]([C@H:24](O)[C:25]3C=CN=[C:29]4[CH:34]=[CH:33][CH:32]=[CH:31][C:30]=34)[N:18](CC2)C1.[CH3:36][CH2:37][O:38][C:39](C)=[O:40]. (5) Given the product [CH:1]([C@H:4]1[NH:19][C:18](=[O:20])[C@@H:17]2[NH:16][C:15](=[O:42])[C@@H:14]([CH:43]([CH3:45])[CH3:44])[NH:13][C:12](=[O:46])[CH2:11][C@@H:10]([CH:47]=[CH:48][CH2:49][CH2:50][S:51][S:22][CH2:21]2)[O:9][C:8](=[O:71])[CH2:7][NH:6][C:5]1=[O:72])([CH3:3])[CH3:2], predict the reactants needed to synthesize it. The reactants are: [CH:1]([C@H:4]1[NH:19][C:18](=[O:20])[C@@H:17]([CH2:21][S:22]C(C2C=CC=CC=2)(C2C=CC=CC=2)C2C=CC=CC=2)[NH:16][C:15](=[O:42])[C@@H:14]([CH:43]([CH3:45])[CH3:44])[NH:13][C:12](=[O:46])[CH2:11][C@@H:10](/[CH:47]=[CH:48]/[CH2:49][CH2:50][S:51]C(C2C=CC=CC=2)(C2C=CC=CC=2)C2C=CC=CC=2)[O:9][C:8](=[O:71])[CH2:7][NH:6][C:5]1=[O:72])([CH3:3])[CH3:2]. (6) Given the product [ClH:22].[Cl:22][C:23]1[CH:42]=[CH:41][C:26]([NH:27][C:28]2[C:37]3[C:32](=[CH:33][C:34]([O:40][CH2:7][CH2:6][O:5][CH2:4][CH2:3][O:2][CH3:1])=[C:35]([O:38][CH3:39])[CH:36]=3)[N:31]=[CH:30][N:29]=2)=[C:25]([F:43])[CH:24]=1, predict the reactants needed to synthesize it. The reactants are: [CH3:1][O:2][CH2:3][CH2:4][O:5][CH2:6][CH2:7]O.C(P(CCCC)CCCC)CCC.[Cl:22][C:23]1[CH:42]=[CH:41][C:26]([NH:27][C:28]2[C:37]3[C:32](=[CH:33][C:34]([OH:40])=[C:35]([O:38][CH3:39])[CH:36]=3)[N:31]=[CH:30][N:29]=2)=[C:25]([F:43])[CH:24]=1.N(C(N1CCCCC1)=O)=NC(N1CCCCC1)=O. (7) Given the product [C:2]1([C:34]2[CH:39]=[CH:38][CH:37]=[CH:36][CH:35]=2)[CH:33]=[CH:32][C:5]([CH2:6][N:7]([C:21]2[C:26]([Cl:27])=[CH:25][C:24]([C:28]([F:30])([F:29])[F:31])=[CH:23][N:22]=2)[S:8]([C:11]2[CH:20]=[CH:19][C:14]([C:15]([OH:17])=[O:16])=[CH:13][CH:12]=2)(=[O:10])=[O:9])=[CH:4][CH:3]=1, predict the reactants needed to synthesize it. The reactants are: Br[C:2]1[CH:33]=[CH:32][C:5]([CH2:6][N:7]([C:21]2[C:26]([Cl:27])=[CH:25][C:24]([C:28]([F:31])([F:30])[F:29])=[CH:23][N:22]=2)[S:8]([C:11]2[CH:20]=[CH:19][C:14]([C:15]([O:17]C)=[O:16])=[CH:13][CH:12]=2)(=[O:10])=[O:9])=[CH:4][CH:3]=1.[C:34]1(B(O)O)[CH:39]=[CH:38][CH:37]=[CH:36][CH:35]=1.